From a dataset of Full USPTO retrosynthesis dataset with 1.9M reactions from patents (1976-2016). Predict the reactants needed to synthesize the given product. (1) Given the product [NH2:38][C:35]1[N:36]=[CH:37][C:32]([C:18]2[CH:19]=[CH:20][C:21]([C:2]3[C:3]([S:12]([NH2:15])(=[O:14])=[O:13])=[CH:4][C:5]([C:8]([F:11])([F:10])[F:9])=[CH:6][CH:7]=3)=[CH:22][C:17]=2[F:16])=[CH:33][N:34]=1, predict the reactants needed to synthesize it. The reactants are: Br[C:2]1[CH:7]=[CH:6][C:5]([C:8]([F:11])([F:10])[F:9])=[CH:4][C:3]=1[S:12]([NH2:15])(=[O:14])=[O:13].[F:16][C:17]1[CH:22]=[C:21](B2OC(C)(C)C(C)(C)O2)[CH:20]=[CH:19][C:18]=1[C:32]1[CH:33]=[N:34][C:35]([NH2:38])=[N:36][CH:37]=1. (2) Given the product [Br:1][C:2]1[CH:11]=[C:10]2[C:5]([N:6]=[CH:7][C:8](=[O:18])[N:9]2[CH2:12][CH:13]=[O:14])=[CH:4][CH:3]=1, predict the reactants needed to synthesize it. The reactants are: [Br:1][C:2]1[CH:11]=[C:10]2[C:5]([N:6]=[CH:7][C:8](=[O:18])[N:9]2[CH2:12][CH:13]2OCC[O:14]2)=[CH:4][CH:3]=1. (3) Given the product [CH2:35]([O:42][CH2:43][CH2:44][CH2:45][O:24][C:23]([C:12]1[CH:13]=[C:14]2[C:22](=[C:10]([C:8]3[CH:7]=[CH:6][C:5]4[O:1][CH2:2][O:3][C:4]=4[CH:9]=3)[C:11]=1[CH2:26][O:27][CH2:28][C:29]1[CH:30]=[CH:31][CH:32]=[CH:33][CH:34]=1)[C:18]1[O:19][CH2:20][O:21][C:17]=1[CH:16]=[CH:15]2)=[O:25])[C:36]1[CH:41]=[CH:40][CH:39]=[CH:38][CH:37]=1, predict the reactants needed to synthesize it. The reactants are: [O:1]1[C:5]2[CH:6]=[CH:7][C:8]([C:10]3[C:11]([CH2:26][O:27][CH2:28][C:29]4[CH:34]=[CH:33][CH:32]=[CH:31][CH:30]=4)=[C:12]([C:23]([OH:25])=[O:24])[CH:13]=[C:14]4[C:22]=3[C:18]3[O:19][CH2:20][O:21][C:17]=3[CH:16]=[CH:15]4)=[CH:9][C:4]=2[O:3][CH2:2]1.[CH2:35]([O:42][CH2:43][CH2:44][CH2:45]O)[C:36]1[CH:41]=[CH:40][CH:39]=[CH:38][CH:37]=1.C1(N=C=NC2CCCCC2)CCCCC1.